The task is: Predict the product of the given reaction.. This data is from Forward reaction prediction with 1.9M reactions from USPTO patents (1976-2016). Given the reactants Cl[C:2]1[N:7]=[C:6]([NH:8][C:9]2[CH:14]=[CH:13][CH:12]=[CH:11][CH:10]=2)[C:5]([F:15])=[CH:4][N:3]=1.[C:16]([NH:23][CH2:24][C:25]1[CH:31]=[CH:30][C:28]([NH2:29])=[CH:27][CH:26]=1)([O:18][C:19]([CH3:22])([CH3:21])[CH3:20])=[O:17], predict the reaction product. The product is: [C:19]([O:18][C:16](=[O:17])[NH:23][CH2:24][C:25]1[CH:26]=[CH:27][C:28]([NH:29][C:2]2[N:7]=[C:6]([NH:8][C:9]3[CH:14]=[CH:13][CH:12]=[CH:11][CH:10]=3)[C:5]([F:15])=[CH:4][N:3]=2)=[CH:30][CH:31]=1)([CH3:22])([CH3:20])[CH3:21].